Dataset: Reaction yield outcomes from USPTO patents with 853,638 reactions. Task: Predict the reaction yield, written as a fraction of the theoretical maximum amount of product (1.0 means a 100% yield; for example, 0.34 means a 34% yield). The reactants are [H-].[CH2:7]([Al+][CH2:7][CH:8]([CH3:10])[CH3:9])[CH:8]([CH3:10])[CH3:9].[CH2:11]([OH:13])[CH3:12].C([O-])(=O)C(C(C([O-])=O)O)O.[Na+].[K+].[C:26]1([CH3:32])[CH:31]=[CH:30][CH:29]=[CH:28][CH:27]=1. The catalyst is ClCCl. The product is [C:8]1(/[CH:7]=[CH:12]/[CH2:11][OH:13])[C:9]2[C:27](=[CH:28][CH:29]=[CH:30][CH:31]=2)[CH:26]=[CH:32][CH:10]=1. The yield is 0.910.